This data is from Reaction yield outcomes from USPTO patents with 853,638 reactions. The task is: Predict the reaction yield, written as a fraction of the theoretical maximum amount of product (1.0 means a 100% yield; for example, 0.34 means a 34% yield). (1) The reactants are [CH3:1][C:2]1[N:7]=[C:6]([C:8]2[N:13]=[CH:12][C:11]3[CH:14]=[N:15][N:16]([C:17]4[N:22]=[C:21]([N:23]5[C:28](=[O:29])[CH2:27][CH2:26][C@H:25]([NH:30]C(=O)OC(C)(C)C)[CH2:24]5)[CH:20]=[CH:19][CH:18]=4)[C:10]=3[CH:9]=2)[CH:5]=[N:4][CH:3]=1.O1CCOCC1. The catalyst is Cl.O. The product is [NH2:30][C@@H:25]1[CH2:24][N:23]([C:21]2[CH:20]=[CH:19][CH:18]=[C:17]([N:16]3[C:10]4[CH:9]=[C:8]([C:6]5[CH:5]=[N:4][CH:3]=[C:2]([CH3:1])[N:7]=5)[N:13]=[CH:12][C:11]=4[CH:14]=[N:15]3)[N:22]=2)[C:28](=[O:29])[CH2:27][CH2:26]1. The yield is 0.180. (2) The reactants are [H-].[H-].[H-].[H-].[Li+].[Al+3].[CH2:7]([C@@H:14]([C@@H:19]([O:21][CH2:22][C:23]1[CH:28]=[CH:27][C:26]([O:29][CH3:30])=[CH:25][CH:24]=1)[CH3:20])[C:15](OC)=[O:16])[C:8]1[CH:13]=[CH:12][CH:11]=[CH:10][CH:9]=1. The catalyst is CCOCC. The product is [CH2:7]([C@@H:14]([C@@H:19]([O:21][CH2:22][C:23]1[CH:24]=[CH:25][C:26]([O:29][CH3:30])=[CH:27][CH:28]=1)[CH3:20])[CH2:15][OH:16])[C:8]1[CH:9]=[CH:10][CH:11]=[CH:12][CH:13]=1. The yield is 0.740. (3) The reactants are [NH2:1][C@H:2]([C@@H:6]([OH:9])[CH2:7][CH3:8])[C:3]([OH:5])=[O:4].[C:10]([O-:13])(O)=[O:11].[Na+].[C:15]1([CH2:21][CH2:22][CH2:23][CH2:24][CH2:25]C2C(=O)N(C([O-])=O)C=CC=2)[CH:20]=[CH:19][CH:18]=[CH:17][CH:16]=1. The catalyst is O.C1COCC1. The product is [OH:9][C@@H:6]([CH2:7][CH3:8])[C@@H:2]([NH:1][C:10]([O:13][CH2:25][CH2:24][CH2:23][CH2:22][CH2:21][C:15]1[CH:20]=[CH:19][CH:18]=[CH:17][CH:16]=1)=[O:11])[C:3]([OH:5])=[O:4]. The yield is 0.600. (4) The reactants are Cl[C:2]1[N:7]=[C:6]([C:8]2[N:12]3[CH:13]=[CH:14][CH:15]=[CH:16][C:11]3=[N:10][C:9]=2[C:17]2[CH:18]=[C:19]([CH:31]=[CH:32][CH:33]=2)[C:20]([NH:22][C:23]2[C:28]([F:29])=[CH:27][CH:26]=[CH:25][C:24]=2[F:30])=[O:21])[CH:5]=[CH:4][N:3]=1.[N:34]1([CH:40]2[CH2:45][CH2:44][N:43]([C:46]3[CH:52]=[CH:51][C:49]([NH2:50])=[C:48]([O:53][CH2:54][CH:55]([CH3:57])[CH3:56])[CH:47]=3)[CH2:42][CH2:41]2)[CH2:39][CH2:38][CH2:37][CH2:36][CH2:35]1. The catalyst is CC(O)C.Cl. The product is [N:34]1([CH:40]2[CH2:45][CH2:44][N:43]([C:46]3[CH:52]=[CH:51][C:49]([NH:50][C:2]4[N:7]=[C:6]([C:8]5[N:12]6[CH:13]=[CH:14][CH:15]=[CH:16][C:11]6=[N:10][C:9]=5[C:17]5[CH:18]=[C:19]([CH:31]=[CH:32][CH:33]=5)[C:20]([NH:22][C:23]5[C:28]([F:29])=[CH:27][CH:26]=[CH:25][C:24]=5[F:30])=[O:21])[CH:5]=[CH:4][N:3]=4)=[C:48]([O:53][CH2:54][CH:55]([CH3:57])[CH3:56])[CH:47]=3)[CH2:42][CH2:41]2)[CH2:39][CH2:38][CH2:37][CH2:36][CH2:35]1. The yield is 0.360. (5) The reactants are [F:1][C:2]1[CH:7]=[CH:6][C:5]([C:8]2[N:12]([CH3:13])[N:11]=[CH:10][C:9]=2/[CH:14]=[CH:15]/[C:16]([NH:18][C:19]2[CH:24]=[CH:23][C:22]([CH2:25][S:26][CH3:27])=[CH:21][CH:20]=2)=[O:17])=[CH:4][CH:3]=1.ClC1C=CC=C(C(OO)=[O:36])C=1.S([O-])([O-])=O.[Na+].[Na+]. The catalyst is O1CCCC1. The product is [F:1][C:2]1[CH:7]=[CH:6][C:5]([C:8]2[N:12]([CH3:13])[N:11]=[CH:10][C:9]=2/[CH:14]=[CH:15]/[C:16]([NH:18][C:19]2[CH:20]=[CH:21][C:22]([CH2:25][S:26]([CH3:27])=[O:36])=[CH:23][CH:24]=2)=[O:17])=[CH:4][CH:3]=1. The yield is 0.540. (6) The reactants are [O:1]=[CH:2][C@@H:3]([C@H:5]([C@@H:7]([C@@H:9]([CH2:11][OH:12])[OH:10])[OH:8])[OH:6])[OH:4].[CH2:13]([O:20][C:21]1[CH:22]=[C:23]([CH:27]=[C:28]([O:38][CH2:39][C:40]2[CH:45]=[CH:44][CH:43]=[CH:42][CH:41]=2)[C:29]=1[O:30][CH2:31][C:32]1[CH:37]=[CH:36][CH:35]=[CH:34][CH:33]=1)[C:24]([OH:26])=O)[C:14]1[CH:19]=[CH:18][CH:17]=[CH:16][CH:15]=1.CCN=C=N[CH2:51][CH2:52][CH2:53]N(C)C.Cl. The catalyst is CN(C1C=CN=CC=1)C.C(Cl)Cl. The product is [C:14]1([CH2:13][O:20][C:21]2[CH:22]=[C:23]([CH:27]=[C:28]([O:38][CH2:39][C:40]3[CH:41]=[CH:42][CH:43]=[CH:44][CH:45]=3)[C:29]=2[O:30][CH2:31][C:32]2[CH:37]=[CH:36][CH:35]=[CH:34][CH:33]=2)[C:24]([O:1][C@@H:2]2[O:10][C@H:9]([CH2:11][O:12][C:24](=[O:26])[C:23]3[CH:22]=[C:21]([O:20][CH2:13][C:14]4[CH:19]=[CH:18][CH:17]=[CH:16][CH:15]=4)[C:29]([O:30][CH2:31][C:32]4[CH:37]=[CH:36][CH:35]=[CH:34][CH:33]=4)=[C:28]([O:38][CH2:39][C:51]4[CH:52]=[CH:53][CH:41]=[CH:40][CH:45]=4)[CH:27]=3)[C@@H:7]([O:8][C:24](=[O:26])[C:23]3[CH:27]=[C:28]([O:38][CH2:39][C:40]4[CH:45]=[CH:44][CH:43]=[CH:42][CH:41]=4)[C:29]([O:30][CH2:31][C:32]4[CH:33]=[CH:34][CH:35]=[CH:36][CH:37]=4)=[C:21]([O:20][CH2:13][C:14]4[CH:15]=[CH:16][CH:17]=[CH:18][CH:19]=4)[CH:22]=3)[C@H:5]([O:6][C:24](=[O:26])[C:23]3[CH:27]=[C:28]([O:38][CH2:39][C:40]4[CH:45]=[CH:44][CH:43]=[CH:42][CH:41]=4)[C:29]([O:30][CH2:31][C:32]4[CH:33]=[CH:34][CH:35]=[CH:36][CH:37]=4)=[C:21]([O:20][CH2:13][C:14]4[CH:15]=[CH:16][CH:17]=[CH:18][CH:19]=4)[CH:22]=3)[C@H:3]2[O:4][C:24](=[O:26])[C:23]2[CH:27]=[C:28]([O:38][CH2:39][C:40]3[CH:45]=[CH:44][CH:43]=[CH:42][CH:41]=3)[C:29]([O:30][CH2:31][C:32]3[CH:33]=[CH:34][CH:35]=[CH:36][CH:37]=3)=[C:21]([O:20][CH2:13][C:14]3[CH:15]=[CH:16][CH:17]=[CH:18][CH:19]=3)[CH:22]=2)=[O:26])[CH:19]=[CH:18][CH:17]=[CH:16][CH:15]=1. The yield is 0.0900. (7) The reactants are [I:1][C:2]1[CH:3]=[CH:4][C:5]2[N:6]([CH:8]=[C:9]([NH2:11])[N:10]=2)[N:7]=1.[CH3:12][O:13][CH2:14][C:15](Cl)=[O:16]. The catalyst is CN(C)C(=O)C. The product is [I:1][C:2]1[CH:3]=[CH:4][C:5]2[N:6]([CH:8]=[C:9]([NH:11][C:15](=[O:16])[CH2:14][O:13][CH3:12])[N:10]=2)[N:7]=1. The yield is 0.790. (8) The reactants are [N+:1]([C:4]1[CH:9]=[CH:8][C:7]([CH:10]=[CH:11][C:12]2[CH:17]=[CH:16][N:15]=[CH:14][CH:13]=2)=[CH:6][CH:5]=1)([O-])=O.[H][H]. The catalyst is [Pd].CCOC(C)=O. The product is [N:15]1[CH:16]=[CH:17][C:12]([CH2:11][CH2:10][C:7]2[CH:6]=[CH:5][C:4]([NH2:1])=[CH:9][CH:8]=2)=[CH:13][CH:14]=1. The yield is 1.00. (9) The reactants are [CH3:1][C:2]1[CH:6]=[C:5]([CH:7]([CH3:13])[C:8]([O:10]CC)=[O:9])[NH:4][N:3]=1.O.[OH-].[Na+]. The catalyst is CO. The product is [CH3:1][C:2]1[CH:6]=[C:5]([CH:7]([CH3:13])[C:8]([OH:10])=[O:9])[NH:4][N:3]=1. The yield is 0.760.